From a dataset of Drug-target binding data from BindingDB using Ki measurements. Regression. Given a target protein amino acid sequence and a drug SMILES string, predict the binding affinity score between them. We predict pKi (pKi = -log10(Ki in M); higher means stronger inhibition). Dataset: bindingdb_ki. (1) The compound is CC(=O)N[C@H]1CSCc2cc3cc(c2)CSC[C@@H](C(=O)O)NC(=O)[C@H](CC(C)C)NC(=O)[C@H](CC(=O)O)NC(=O)[C@H](CCC(N)=O)NC(=O)[C@H](Cc2cnc[nH]2)NC[C@H](C)NC(=O)[C@@H](CSC3)NC(=O)[C@H](CCCCNC(=N)N)NC(=O)[C@H](Cc2ccc(O)cc2)NC(=O)C2CCN2C(=O)[C@H](Cc2ccccc2)NC(=O)[C@H](CO)NC1=O. The target protein (Q9P0G3) has sequence MSLRVLGSGTWPSAPKMFLLLTALQVLAIAMTQSQEDENKIIGGHTCTRSSQPWQAALLAGPRRRFLCGGALLSGQWVITAAHCGRPILQVALGKHNLRRWEATQQVLRVVRQVTHPNYNSRTHDNDLMLLQLQQPARIGRAVRPIEVTQACASPGTSCRVSGWGTISSPIARYPASLQCVNINISPDEVCQKAYPRTITPGMVCAGVPQGGKDSCQGDSGGPLVCRGQLQGLVSWGMERCALPGYPGVYTNLCKYRSWIEETMRDK. The pKi is 4.3. (2) The small molecule is CSCCC(NC(=O)C(CC(C)C)NC(=O)CNC(=O)C(NC(=O)C(Cc1ccccc1)NC(=O)C(CCC(N)=O)NC(=O)C(CC(=O)O)NC(=O)C(CO)NC(=O)C(CCCCN)NC(=O)C1CCCN1C(=O)C(NC(=O)C(N)CC(=O)O)C(C)C)C(C)C)C(N)=O. The pKi is 8.4. The target protein (P05504) has sequence MNENLFASFITPTMMGLPIVVTIIMFPSILFPSSERLISNRLHSFQHWLIKLIIKQMMLIHTPKGRTWALMIVSLIMFIGSTNLLGLLPHTFTPTTQLSMNLSMAIPLWAGAVILGFRHKLKNSLAHFLPQGTPISLIPMLIIIETISLFIQPMALAVRLTANITAGHLLMHLIGGATLVLMDISPPTATITFIILLLLTVLEFAVALIQAYVFTLLVSLYLHDNT. (3) The small molecule is CC(C)(COP(=O)(O)O)[C@@H](O)C(=O)NCCC(=O)NCCSCC(=O)NC[C@H]1O[C@H](O[C@@H]2[C@@H](N)C[C@@H](N)[C@H](O)[C@H]2O)[C@H](N)[C@@H](O)[C@@H]1O. The target protein sequence is MIISEFDRDNLVLRDQLADLLRLTWPDEYGEQPMKEVERLLEDERIAVSAIEGDELIGFVGAIPQYGQTGWELHPLVVESMYRKQQVGTRLVSYLEKEIASQGGIVVYLGTDDVEGQTSLAIEEDLFEDTFDKLETIQNRKDHPYEFYEKLGYQIVGVIPDANGWNKPDIWMAKRIARKHGSE. The pKi is 7.9. (4) The drug is CN(C(=O)Cc1ccccc1)[C@H]1CC[C@@]2(CCCO2)C[C@@H]1N1CCCC1. The target protein (P79291) has sequence GIVRYTKMKTATNIYIFNLALADALATSTLPFQSAKYLMETWPFGELLCKAVLSIDYYNMFTSIFTLTMMSVDRYIAVCHPVKALDFRTPAKAKLINICIWVLASGVGVPIMVMAVTRPRDGAVVCMLQFPSPSWYWDTVTKICVFLFAFVVPILVITVCYGLMLLRLRSVRLLSGSKEKDRSLRRITRMVLVVVGAFVVCWAPIHIFVIVWTLVDIDRRDPLVVAAL. The pKi is 5.9.